From a dataset of Full USPTO retrosynthesis dataset with 1.9M reactions from patents (1976-2016). Predict the reactants needed to synthesize the given product. The reactants are: [NH2:1][C:2](=[O:38])[CH2:3][C:4]1([NH:18][C:19]([C:21]2[CH:26]=[CH:25][C:24]([CH:27]3[CH2:29][CH2:28]3)=[C:23]([CH2:30][C:31]3[CH:36]=[CH:35][C:34]([F:37])=[CH:33][CH:32]=3)[N:22]=2)=[O:20])[CH2:7][N:6](C(OCC2C=CC=CC=2)=O)[CH2:5]1. Given the product [NH2:1][C:2](=[O:38])[CH2:3][C:4]1([NH:18][C:19]([C:21]2[CH:26]=[CH:25][C:24]([CH:27]3[CH2:29][CH2:28]3)=[C:23]([CH2:30][C:31]3[CH:32]=[CH:33][C:34]([F:37])=[CH:35][CH:36]=3)[N:22]=2)=[O:20])[CH2:5][NH:6][CH2:7]1, predict the reactants needed to synthesize it.